This data is from Forward reaction prediction with 1.9M reactions from USPTO patents (1976-2016). The task is: Predict the product of the given reaction. (1) Given the reactants [F:1][C:2]1[CH:3]=[C:4]2[C:9](=O)[O:8][C:6](=[O:7])[C:5]2=[CH:11][CH:12]=1.C([NH2:15])=O, predict the reaction product. The product is: [F:1][C:2]1[CH:3]=[C:4]2[C:5](=[CH:11][CH:12]=1)[C:6](=[O:7])[NH:15][C:9]2=[O:8]. (2) The product is: [CH3:1][P:2]([CH3:5])(=[O:3])[O-:4].[CH2:20]([N+:11]([CH2:7][CH2:8][CH2:9][CH3:10])([CH2:12][CH2:13][CH2:14][CH3:15])[CH2:16][CH2:17][CH2:18][CH3:19])[CH2:21][CH2:22][CH3:23]. Given the reactants [CH3:1][P:2]([CH3:5])(=[O:4])[OH:3].[OH-].[CH2:7]([N+:11]([CH2:20][CH2:21][CH2:22][CH3:23])([CH2:16][CH2:17][CH2:18][CH3:19])[CH2:12][CH2:13][CH2:14][CH3:15])[CH2:8][CH2:9][CH3:10], predict the reaction product. (3) Given the reactants [CH3:1][O:2][C:3]1[CH:8]=[CH:7][C:6]([C:9](=[O:11])[CH3:10])=[CH:5][CH:4]=1.BrBr.[C:14]([CH2:16][C:17]([O:19][CH2:20][CH3:21])=[O:18])#[N:15].C(=O)([O-])[O-].[K+].[K+], predict the reaction product. The product is: [C:14]([CH:16]([CH2:10][C:9]([C:6]1[CH:7]=[CH:8][C:3]([O:2][CH3:1])=[CH:4][CH:5]=1)=[O:11])[C:17]([O:19][CH2:20][CH3:21])=[O:18])#[N:15].